From a dataset of Forward reaction prediction with 1.9M reactions from USPTO patents (1976-2016). Predict the product of the given reaction. (1) The product is: [Cl:1][C:2]1[CH:7]=[CH:6][C:5]([N:8]2[CH:12]=[CH:11][CH:10]=[C:9]2[CH:49]=[CH:44][C:45]([O:47][CH3:48])=[O:46])=[C:4]([C:15](=[O:24])[C:16]2[CH:21]=[CH:20][CH:19]=[C:18]([O:22][CH3:23])[CH:17]=2)[CH:3]=1. Given the reactants [Cl:1][C:2]1[CH:7]=[CH:6][C:5]([N:8]2[CH:12]=[CH:11][CH:10]=[C:9]2C=O)=[C:4]([C:15](=[O:24])[C:16]2[CH:21]=[CH:20][CH:19]=[C:18]([O:22][CH3:23])[CH:17]=2)[CH:3]=1.C1(P(=[CH:44][C:45]([O:47][CH3:48])=[O:46])(C2C=CC=CC=2)C2C=CC=CC=2)C=CC=CC=1.[C:49]1(C)C=CC=CC=1, predict the reaction product. (2) Given the reactants [F:1][C:2]1[CH:7]=[CH:6][C:5]([OH:8])=[CH:4][CH:3]=1.[Cl:9][C:10]1[N:15]=[C:14](Cl)[CH:13]=[C:12]([CH3:17])[N:11]=1.O, predict the reaction product. The product is: [Cl:9][C:10]1[N:15]=[C:14]([O:8][C:5]2[CH:6]=[CH:7][C:2]([F:1])=[CH:3][CH:4]=2)[CH:13]=[C:12]([CH3:17])[N:11]=1. (3) Given the reactants [Cl-].O[NH3+:3].[C:4](=[O:7])([O-])[OH:5].[Na+].CS(C)=O.[CH3:13][C:14]1[N:15]([C:39]2[CH:44]=[CH:43][C:42]([S:45][CH3:46])=[CH:41][CH:40]=2)[C:16](=[O:38])[C:17]([CH2:23][C:24]2[CH:29]=[CH:28][C:27]([C:30]3[C:31]([C:36]#[N:37])=[CH:32][CH:33]=[CH:34][CH:35]=3)=[CH:26][CH:25]=2)=[C:18]([CH2:20][CH2:21][CH3:22])[N:19]=1, predict the reaction product. The product is: [CH3:13][C:14]1[N:15]([C:39]2[CH:44]=[CH:43][C:42]([S:45][CH3:46])=[CH:41][CH:40]=2)[C:16](=[O:38])[C:17]([CH2:23][C:24]2[CH:25]=[CH:26][C:27]([C:30]3[CH:35]=[CH:34][CH:33]=[CH:32][C:31]=3[C:36]3[NH:3][C:4](=[O:7])[O:5][N:37]=3)=[CH:28][CH:29]=2)=[C:18]([CH2:20][CH2:21][CH3:22])[N:19]=1. (4) Given the reactants [C:1]([C:3]1[CH:4]=[C:5]([NH:9][C:10]2[C:19]3[C:14](=[CH:15][C:16](F)=[C:17]([N+:20]([O-:22])=[O:21])[CH:18]=3)[N:13]=[CH:12][N:11]=2)[CH:6]=[CH:7][CH:8]=1)#[CH:2].[CH3:24][CH2:25][O-:26].[Na+].O.Cl, predict the reaction product. The product is: [CH2:25]([O:26][C:16]1[CH:15]=[C:14]2[C:19]([C:10]([NH:9][C:5]3[CH:6]=[CH:7][CH:8]=[C:3]([C:1]#[CH:2])[CH:4]=3)=[N:11][CH:12]=[N:13]2)=[CH:18][C:17]=1[N+:20]([O-:22])=[O:21])[CH3:24]. (5) Given the reactants C(=O)([O-])[O-].[K+].[K+].[Si:7]([O:14][CH2:15][CH2:16][CH2:17]Br)([C:10]([CH3:13])([CH3:12])[CH3:11])([CH3:9])[CH3:8].[Cl:19][C:20]1[CH:21]=[C:22]([CH:28]=[C:29]([F:32])[C:30]=1[OH:31])[C:23]([O:25][CH2:26][CH3:27])=[O:24], predict the reaction product. The product is: [Si:7]([O:14][CH2:15][CH2:16][CH2:17][O:31][C:30]1[C:29]([F:32])=[CH:28][C:22]([C:23]([O:25][CH2:26][CH3:27])=[O:24])=[CH:21][C:20]=1[Cl:19])([C:10]([CH3:13])([CH3:12])[CH3:11])([CH3:9])[CH3:8].